From a dataset of Reaction yield outcomes from USPTO patents with 853,638 reactions. Predict the reaction yield, written as a fraction of the theoretical maximum amount of product (1.0 means a 100% yield; for example, 0.34 means a 34% yield). (1) The reactants are Cl.[CH3:2][N:3]1[CH2:8][CH2:7][N:6]([C:9]2[CH:17]=[CH:16][C:12]([C:13]([OH:15])=O)=[C:11]([N+:18]([O-:20])=[O:19])[CH:10]=2)[CH2:5][CH2:4]1.C(Cl)(=O)C(Cl)=O.[NH2:27][C:28]1[C:36]2[C:31](=[CH:32][CH:33]=[C:34]([C:37]([C:39]3[CH:44]=[C:43]([F:45])[CH:42]=[C:41]([F:46])[CH:40]=3)=[O:38])[CH:35]=2)[N:30]([C:47]([C:60]2[CH:65]=[CH:64][CH:63]=[CH:62][CH:61]=2)([C:54]2[CH:59]=[CH:58][CH:57]=[CH:56][CH:55]=2)[C:48]2[CH:53]=[CH:52][CH:51]=[CH:50][CH:49]=2)[N:29]=1.C(N(CC)C(C)C)(C)C. The catalyst is O1CCCC1.CN(C)C=O. The product is [F:46][C:41]1[CH:40]=[C:39]([CH:44]=[C:43]([F:45])[CH:42]=1)[C:37]([C:34]1[CH:35]=[C:36]2[C:31](=[CH:32][CH:33]=1)[N:30]([C:47]([C:60]1[CH:61]=[CH:62][CH:63]=[CH:64][CH:65]=1)([C:48]1[CH:53]=[CH:52][CH:51]=[CH:50][CH:49]=1)[C:54]1[CH:55]=[CH:56][CH:57]=[CH:58][CH:59]=1)[N:29]=[C:28]2[NH:27][C:13](=[O:15])[C:12]1[CH:16]=[CH:17][C:9]([N:6]2[CH2:5][CH2:4][N:3]([CH3:2])[CH2:8][CH2:7]2)=[CH:10][C:11]=1[N+:18]([O-:20])=[O:19])=[O:38]. The yield is 0.920. (2) The product is [Cl:26][CH2:27][C:28]([NH:1][C@H:2]([C:4]([NH:6][CH:7]1[N:13]=[C:12]([C:14]2[CH:19]=[CH:18][CH:17]=[CH:16][CH:15]=2)[C:11]2[CH:20]=[CH:21][CH:22]=[CH:23][C:10]=2[N:9]([CH3:24])[C:8]1=[O:25])=[O:5])[CH3:3])=[O:29]. The catalyst is C(Cl)Cl. The yield is 0.980. The reactants are [NH2:1][C@H:2]([C:4]([NH:6][CH:7]1[N:13]=[C:12]([C:14]2[CH:19]=[CH:18][CH:17]=[CH:16][CH:15]=2)[C:11]2[CH:20]=[CH:21][CH:22]=[CH:23][C:10]=2[N:9]([CH3:24])[C:8]1=[O:25])=[O:5])[CH3:3].[Cl:26][CH2:27][C:28](Cl)=[O:29]. (3) The reactants are [C:1]([O:5][C:6]([N:8]1[CH2:13][CH2:12][CH:11]([C:14]2[CH:19]=[CH:18][C:17]([NH2:20])=[C:16](Br)[CH:15]=2)[CH2:10][CH2:9]1)=[O:7])([CH3:4])([CH3:3])[CH3:2].[S:22]1[CH2:27][CH:26]=[C:25](B2OCC(C)(C)CO2)[CH2:24][CH2:23]1.C([O-])([O-])=O.[Na+].[Na+].CCOC(C)=O. The catalyst is O1CCOCC1.C1C=CC([P]([Pd]([P](C2C=CC=CC=2)(C2C=CC=CC=2)C2C=CC=CC=2)([P](C2C=CC=CC=2)(C2C=CC=CC=2)C2C=CC=CC=2)[P](C2C=CC=CC=2)(C2C=CC=CC=2)C2C=CC=CC=2)(C2C=CC=CC=2)C2C=CC=CC=2)=CC=1. The product is [C:1]([O:5][C:6]([N:8]1[CH2:13][CH2:12][CH:11]([C:14]2[CH:19]=[CH:18][C:17]([NH2:20])=[C:16]([C:25]3[CH2:26][CH2:27][S:22][CH2:23][CH:24]=3)[CH:15]=2)[CH2:10][CH2:9]1)=[O:7])([CH3:4])([CH3:3])[CH3:2]. The yield is 0.670. (4) The reactants are Cl.[NH2:2][CH2:3][C:4]1[CH:5]=[C:6]2[C:11](=[CH:12][CH:13]=1)[N:10]=[C:9]([CH3:14])[N:8]([CH:15]1[CH2:20][CH2:19][C:18](=[O:21])[NH:17][C:16]1=[O:22])[C:7]2=[O:23].[C:24](Cl)(=[O:31])[CH2:25][CH2:26][CH2:27][CH2:28][CH2:29][CH3:30].C(N(CC)C(C)C)(C)C. The catalyst is C(#N)C. The product is [O:22]=[C:16]1[CH:15]([N:8]2[C:7](=[O:23])[C:6]3[C:11](=[CH:12][CH:13]=[C:4]([CH2:3][NH:2][C:24](=[O:31])[CH2:25][CH2:26][CH2:27][CH2:28][CH2:29][CH3:30])[CH:5]=3)[N:10]=[C:9]2[CH3:14])[CH2:20][CH2:19][C:18](=[O:21])[NH:17]1. The yield is 0.580. (5) The reactants are [P:1]([CH2:5][C:6]1[CH:17]=[CH:16][C:9]([CH2:10][CH:11]([C:13]([OH:15])=[O:14])[NH2:12])=[CH:8][CH:7]=1)([OH:4])([OH:3])=[O:2].C(N(CC)CC)C.[C:25](O[C:25]([O:27][C:28]([CH3:31])([CH3:30])[CH3:29])=[O:26])([O:27][C:28]([CH3:31])([CH3:30])[CH3:29])=[O:26]. The product is [C:25]([NH:12][CH:11]([C:13]([OH:15])=[O:14])[CH2:10][C:9]1[CH:16]=[CH:17][C:6]([CH2:5][P:1]([OH:4])([OH:3])=[O:2])=[CH:7][CH:8]=1)([O:27][C:28]([CH3:31])([CH3:30])[CH3:29])=[O:26]. The yield is 0.770. The catalyst is O1CCOCC1. (6) The reactants are [F:1][C:2]1[C:3](F)=[C:4]2[O:9][CH2:8][C@H:7]([CH3:10])[N:6]3[CH:11]=[C:12]([C:17]([OH:19])=[O:18])[C:13](=[O:16])[C:14]([CH:15]=1)=[C:5]23.[CH3:21][N:22]1[CH2:27][CH2:26][NH:25][CH2:24][CH2:23]1.C(O)(C)C. The catalyst is CS(C)=O. The product is [CH3:10][C@@H:7]1[N:6]2[C:5]3[C:14]([C:13]([C:12]([C:17]([OH:19])=[O:18])=[CH:11]2)=[O:16])=[CH:15][C:2]([F:1])=[C:3]([N:25]2[CH2:26][CH2:27][N:22]([CH3:21])[CH2:23][CH2:24]2)[C:4]=3[O:9][CH2:8]1. The yield is 0.913. (7) The reactants are [C:1]1([CH2:7][C:8](=[O:16])[CH2:9][C:10]2[CH:15]=[CH:14][CH:13]=[CH:12][CH:11]=2)[CH:6]=[CH:5][CH:4]=[CH:3][CH:2]=1.[C:17]1(=O)[C:27]2=[C:28]3[C:23](=[CH:24][CH:25]=[CH:26]2)[CH:22]=[CH:21][CH:20]=[C:19]3[C:18]1=O.[OH-].[K+]. The catalyst is C1(C)C=CC=CC=1.C(O)C. The product is [C:10]1([CH:9]2[CH:17]3[C:27]4[C:28]5[C:23](=[CH:22][CH:21]=[CH:20][C:19]=5[C:18]3=[C:7]([C:1]3[CH:6]=[CH:5][CH:4]=[CH:3][CH:2]=3)[C:8]2=[O:16])[CH:24]=[CH:25][CH:26]=4)[CH:11]=[CH:12][CH:13]=[CH:14][CH:15]=1. The yield is 0.960. (8) The reactants are Cl[C:2]1[CH:11]=[C:10]([Cl:12])[C:9]2[C:4](=[C:5]([CH3:15])[C:6]([O:13][CH3:14])=[CH:7][CH:8]=2)[N:3]=1.[O:16]1[CH2:21][CH2:20][N:19]([CH2:22][CH2:23][N:24]2[CH:28]=[C:27](B(O)O)[CH:26]=[N:25]2)[CH2:18][CH2:17]1.ClC1C2C(=C(C)C(OC)=CC=2)N=C(C2C=NN(CC)C=2)C=1. The yield is 0.670. The product is [Cl:12][C:10]1[C:9]2[C:4](=[C:5]([CH3:15])[C:6]([O:13][CH3:14])=[CH:7][CH:8]=2)[N:3]=[C:2]([C:27]2[CH:26]=[N:25][N:24]([CH2:23][CH2:22][N:19]3[CH2:20][CH2:21][O:16][CH2:17][CH2:18]3)[CH:28]=2)[CH:11]=1. No catalyst specified. (9) The product is [CH3:14][C:13]([C:11]1[S:12][C:8]([C:6]2[CH:5]=[CH:4][N:3]=[C:2]([NH:36][CH2:37][CH2:38][N:39]3[CH2:43][CH2:42][CH2:41][C:40]3=[O:44])[N:7]=2)=[C:9]([C:17]2[C:18]([F:35])=[C:19]([NH:23][S:24]([C:27]3[CH:32]=[C:31]([F:33])[CH:30]=[CH:29][C:28]=3[F:34])(=[O:26])=[O:25])[CH:20]=[CH:21][CH:22]=2)[N:10]=1)([CH3:16])[CH3:15]. The reactants are Cl[C:2]1[N:7]=[C:6]([C:8]2[S:12][C:11]([C:13]([CH3:16])([CH3:15])[CH3:14])=[N:10][C:9]=2[C:17]2[C:18]([F:35])=[C:19]([NH:23][S:24]([C:27]3[CH:32]=[C:31]([F:33])[CH:30]=[CH:29][C:28]=3[F:34])(=[O:26])=[O:25])[CH:20]=[CH:21][CH:22]=2)[CH:5]=[CH:4][N:3]=1.[NH2:36][CH2:37][CH2:38][N:39]1[CH2:43][CH2:42][CH2:41][C:40]1=[O:44].CCN(C(C)C)C(C)C. The yield is 0.670. The catalyst is CO.C(Cl)Cl.